This data is from NCI-60 drug combinations with 297,098 pairs across 59 cell lines. The task is: Regression. Given two drug SMILES strings and cell line genomic features, predict the synergy score measuring deviation from expected non-interaction effect. (1) Drug 1: CCCS(=O)(=O)NC1=C(C(=C(C=C1)F)C(=O)C2=CNC3=C2C=C(C=N3)C4=CC=C(C=C4)Cl)F. Drug 2: C1CC(=O)NC(=O)C1N2C(=O)C3=CC=CC=C3C2=O. Cell line: HOP-92. Synergy scores: CSS=2.19, Synergy_ZIP=0.672, Synergy_Bliss=4.88, Synergy_Loewe=2.35, Synergy_HSA=2.47. (2) Drug 1: COC1=C2C(=CC3=C1OC=C3)C=CC(=O)O2. Drug 2: C(CCl)NC(=O)N(CCCl)N=O. Cell line: UACC62. Synergy scores: CSS=7.47, Synergy_ZIP=-7.84, Synergy_Bliss=-14.1, Synergy_Loewe=-18.5, Synergy_HSA=-14.7. (3) Drug 1: CC1=C2C(C(=O)C3(C(CC4C(C3C(C(C2(C)C)(CC1OC(=O)C(C(C5=CC=CC=C5)NC(=O)C6=CC=CC=C6)O)O)OC(=O)C7=CC=CC=C7)(CO4)OC(=O)C)O)C)OC(=O)C. Drug 2: C1=CC=C(C(=C1)C(C2=CC=C(C=C2)Cl)C(Cl)Cl)Cl. Cell line: MOLT-4. Synergy scores: CSS=-4.49, Synergy_ZIP=2.47, Synergy_Bliss=-3.31, Synergy_Loewe=-2.91, Synergy_HSA=-8.09. (4) Drug 1: C1=CC(=CC=C1C#N)C(C2=CC=C(C=C2)C#N)N3C=NC=N3. Drug 2: C1=CC=C(C=C1)NC(=O)CCCCCCC(=O)NO. Cell line: NCIH23. Synergy scores: CSS=0.244, Synergy_ZIP=1.15, Synergy_Bliss=5.39, Synergy_Loewe=-5.19, Synergy_HSA=0.149. (5) Drug 1: CC1=C(C(=CC=C1)Cl)NC(=O)C2=CN=C(S2)NC3=CC(=NC(=N3)C)N4CCN(CC4)CCO. Cell line: SK-OV-3. Synergy scores: CSS=35.5, Synergy_ZIP=-1.29, Synergy_Bliss=8.98, Synergy_Loewe=0.197, Synergy_HSA=8.73. Drug 2: CS(=O)(=O)CCNCC1=CC=C(O1)C2=CC3=C(C=C2)N=CN=C3NC4=CC(=C(C=C4)OCC5=CC(=CC=C5)F)Cl. (6) Drug 1: CC1C(C(CC(O1)OC2CC(CC3=C2C(=C4C(=C3O)C(=O)C5=C(C4=O)C(=CC=C5)OC)O)(C(=O)C)O)N)O.Cl. Drug 2: CC12CCC3C(C1CCC2O)C(CC4=C3C=CC(=C4)O)CCCCCCCCCS(=O)CCCC(C(F)(F)F)(F)F. Cell line: SF-268. Synergy scores: CSS=48.9, Synergy_ZIP=10.5, Synergy_Bliss=10.7, Synergy_Loewe=-1.16, Synergy_HSA=8.12. (7) Drug 1: C1=CN(C(=O)N=C1N)C2C(C(C(O2)CO)O)O.Cl. Drug 2: C1=CC=C(C(=C1)C(C2=CC=C(C=C2)Cl)C(Cl)Cl)Cl. Cell line: HT29. Synergy scores: CSS=39.3, Synergy_ZIP=0.444, Synergy_Bliss=0.468, Synergy_Loewe=-27.4, Synergy_HSA=-0.816. (8) Drug 1: CN(C)C1=NC(=NC(=N1)N(C)C)N(C)C. Drug 2: CCCCC(=O)OCC(=O)C1(CC(C2=C(C1)C(=C3C(=C2O)C(=O)C4=C(C3=O)C=CC=C4OC)O)OC5CC(C(C(O5)C)O)NC(=O)C(F)(F)F)O. Cell line: HS 578T. Synergy scores: CSS=-15.9, Synergy_ZIP=2.31, Synergy_Bliss=-7.40, Synergy_Loewe=-12.8, Synergy_HSA=-14.6. (9) Drug 1: C1=C(C(=O)NC(=O)N1)N(CCCl)CCCl. Drug 2: CC1=C(C(=O)C2=C(C1=O)N3CC4C(C3(C2COC(=O)N)OC)N4)N. Cell line: OVCAR-5. Synergy scores: CSS=19.7, Synergy_ZIP=-14.0, Synergy_Bliss=-12.2, Synergy_Loewe=-23.5, Synergy_HSA=-8.69. (10) Cell line: IGROV1. Drug 2: CNC(=O)C1=NC=CC(=C1)OC2=CC=C(C=C2)NC(=O)NC3=CC(=C(C=C3)Cl)C(F)(F)F. Synergy scores: CSS=35.7, Synergy_ZIP=-10.9, Synergy_Bliss=-2.70, Synergy_Loewe=-1.94, Synergy_HSA=-1.24. Drug 1: C1CCC(CC1)NC(=O)N(CCCl)N=O.